Task: Predict the reaction yield, written as a fraction of the theoretical maximum amount of product (1.0 means a 100% yield; for example, 0.34 means a 34% yield).. Dataset: Reaction yield outcomes from USPTO patents with 853,638 reactions (1) The reactants are [F:1][CH:2]([F:37])[C:3]1[N:7]([C:8]2[N:13]=[C:12]([N:14]3[CH2:19][CH2:18][O:17][CH2:16][CH2:15]3)[N:11]=[C:10]([N:20]3[CH2:25][CH2:24][NH:23][CH2:22][CH2:21]3)[N:9]=2)[C:6]2[CH:26]=[CH:27][CH:28]=[C:29]([O:30][CH2:31][CH2:32][CH2:33][N:34]([CH3:36])[CH3:35])[C:5]=2[N:4]=1.C([O-])([O-])=O.[K+].[K+].[CH3:44][S:45](Cl)(=[O:47])=[O:46].CCOC(C)=O. The catalyst is C(Cl)Cl.O. The product is [F:37][CH:2]([F:1])[C:3]1[N:7]([C:8]2[N:9]=[C:10]([N:20]3[CH2:25][CH2:24][N:23]([S:45]([CH3:44])(=[O:47])=[O:46])[CH2:22][CH2:21]3)[N:11]=[C:12]([N:14]3[CH2:15][CH2:16][O:17][CH2:18][CH2:19]3)[N:13]=2)[C:6]2[CH:26]=[CH:27][CH:28]=[C:29]([O:30][CH2:31][CH2:32][CH2:33][N:34]([CH3:36])[CH3:35])[C:5]=2[N:4]=1. The yield is 0.590. (2) The reactants are [C:1]([O:5][C:6]([NH:8][C@@H:9]1[CH2:14][CH2:13][C@@H:12]([C:15](O)=[O:16])[CH2:11][C@H:10]1[O:18][CH3:19])=[O:7])([CH3:4])([CH3:3])[CH3:2].O[N:21]1C2N=CC=CC=2N=N1.Cl.CN(C)CCCN=C=NCC.C(=O)([O-])O.[NH4+]. The catalyst is CN(C=O)C. The product is [C:1]([O:5][C:6](=[O:7])[NH:8][C@@H:9]1[CH2:14][CH2:13][C@@H:12]([C:15](=[O:16])[NH2:21])[CH2:11][C@H:10]1[O:18][CH3:19])([CH3:4])([CH3:3])[CH3:2]. The yield is 0.750. (3) The reactants are Br[C:2]1[CH:3]=[C:4]2[C:9](=[C:10]([O:12]COCC[Si](C)(C)C)[CH:11]=1)[N:8]=[CH:7][N:6](COCC[Si](C)(C)C)[C:5]2=[O:29].[CH3:30][O:31][C:32]1[CH:37]=[CH:36][C:35]([C:38]([F:41])([F:40])[F:39])=[CH:34][C:33]=1B(O)O.C1C2C(=CC=CC=2)CCC=1B(O)O.C(=O)([O-])[O-].[K+].[K+]. The catalyst is C1(P([C-]2C=CC=C2)C2C=CC=CC=2)C=CC=CC=1.[C-]1(P(C2C=CC=CC=2)C2C=CC=CC=2)C=CC=C1.[Fe+2].[Pd](Cl)Cl.O1CCOCC1. The product is [OH:12][C:10]1[CH:11]=[C:2]([C:33]2[CH:34]=[C:35]([C:38]([F:41])([F:40])[F:39])[CH:36]=[CH:37][C:32]=2[O:31][CH3:30])[CH:3]=[C:4]2[C:9]=1[N:8]=[CH:7][NH:6][C:5]2=[O:29]. The yield is 0.570. (4) The reactants are C(Cl)CCl.[C:5]([O:9][C:10]([NH:12][C@@H:13]([C@H:15]([C:18]1[O:19][CH:20]=[C:21]([C:23]([OH:25])=O)[N:22]=1)[CH2:16][CH3:17])[CH3:14])=[O:11])([CH3:8])([CH3:7])[CH3:6].C1C=CC2N(O)N=[N:32]C=2C=1. The catalyst is ClCCl. The product is [C:5]([O:9][C:10](=[O:11])[NH:12][C@@H:13]([C@H:15]([C:18]1[O:19][CH:20]=[C:21]([C:23](=[O:25])[NH2:32])[N:22]=1)[CH2:16][CH3:17])[CH3:14])([CH3:6])([CH3:7])[CH3:8]. The yield is 1.00. (5) The reactants are [OH:1][C:2]1[CH:10]=[CH:9][C:5]([C:6]([OH:8])=[O:7])=[CH:4][C:3]=1[C:11]([F:14])([F:13])[F:12].S(Cl)(Cl)=O.[CH3:19]O. The catalyst is CN(C=O)C. The product is [OH:1][C:2]1[CH:10]=[CH:9][C:5]([C:6]([O:8][CH3:19])=[O:7])=[CH:4][C:3]=1[C:11]([F:12])([F:13])[F:14]. The yield is 0.930. (6) The reactants are C([O:3][C:4](=[O:35])[CH2:5][CH2:6][C:7]1[CH:8]=[C:9]2[C:13](=[CH:14][CH:15]=1)[NH:12][C:11]([C:16](=[O:34])[NH:17][CH2:18][CH2:19][CH2:20][CH2:21][CH2:22][CH2:23][C:24](=[O:33])[NH:25][O:26][CH:27]1[CH2:32][CH2:31][CH2:30][CH2:29][O:28]1)=[CH:10]2)C.[OH-].[Na+].Cl. The catalyst is C1COCC1.CO. The product is [O:28]1[CH2:29][CH2:30][CH2:31][CH2:32][CH:27]1[O:26][NH:25][C:24]([CH2:23][CH2:22][CH2:21][CH2:20][CH2:19][CH2:18][NH:17][C:16]([C:11]1[NH:12][C:13]2[C:9]([CH:10]=1)=[CH:8][C:7]([CH2:6][CH2:5][C:4]([OH:35])=[O:3])=[CH:15][CH:14]=2)=[O:34])=[O:33]. The yield is 0.690. (7) The reactants are [N:1]1([C:6]2[CH:11]=[CH:10][C:9](/[CH:12]=[CH:13]/[C:14]([C:20]3[CH:25]=[C:24]([Cl:26])[CH:23]=[C:22]([Cl:27])[CH:21]=3)([OH:19])[C:15]([F:18])([F:17])[F:16])=[CH:8][CH:7]=2)[CH:5]=[N:4][CH:3]=[N:2]1.[H-].[Na+].[CH3:30]I. The catalyst is C1COCC1. The product is [Cl:27][C:22]1[CH:21]=[C:20]([C:14]([O:19][CH3:30])([C:15]([F:18])([F:17])[F:16])/[CH:13]=[CH:12]/[C:9]2[CH:10]=[CH:11][C:6]([N:1]3[CH:5]=[N:4][CH:3]=[N:2]3)=[CH:7][CH:8]=2)[CH:25]=[C:24]([Cl:26])[CH:23]=1. The yield is 0.350. (8) The reactants are [NH2:1][CH:2]([CH2:8][C:9]1[CH:14]=[CH:13][CH:12]=[C:11]([OH:15])[CH:10]=1)[C:3]([O:5][CH2:6][CH3:7])=[O:4].C(N(C(C)C)CC)(C)C.[CH3:25][C:26]([O:29][C:30](O[C:30]([O:29][C:26]([CH3:28])([CH3:27])[CH3:25])=[O:31])=[O:31])([CH3:28])[CH3:27]. The catalyst is C(Cl)Cl. The product is [C:26]([O:29][C:30]([NH:1][CH:2]([CH2:8][C:9]1[CH:14]=[CH:13][CH:12]=[C:11]([OH:15])[CH:10]=1)[C:3]([O:5][CH2:6][CH3:7])=[O:4])=[O:31])([CH3:28])([CH3:27])[CH3:25]. The yield is 0.890. (9) The reactants are [C:1]([CH2:3][N:4]1[CH2:8][CH2:7][N:6]([CH2:9][C:10]#[N:11])[CH:5]1[C:12]1[CH:17]=[CH:16][CH:15]=[CH:14][CH:13]=1)#[N:2].[H-].[H-].[H-].[H-].[Li+].[Al+3].[CH:24](=O)[C:25]1[CH:30]=[CH:29][CH:28]=[CH:27][CH:26]=1.[Al]. The catalyst is C1COCC1.O. The product is [CH:24](=[N:11][CH2:10][CH2:9][N:6]1[CH2:7][CH2:8][N:4]([CH2:3][CH2:1][N:2]=[CH:5][C:12]2[CH:17]=[CH:16][CH:15]=[CH:14][CH:13]=2)[CH:5]1[C:12]1[CH:17]=[CH:16][CH:15]=[CH:14][CH:13]=1)[C:25]1[CH:30]=[CH:29][CH:28]=[CH:27][CH:26]=1. The yield is 0.320.